This data is from Catalyst prediction with 721,799 reactions and 888 catalyst types from USPTO. The task is: Predict which catalyst facilitates the given reaction. (1) Reactant: [F:1][C:2]1[CH:3]=[CH:4][C:5]([O:34][CH3:35])=[C:6]([C:8]2[C:9]3[CH:16]=[C:15]([C:17]4[CH2:18][CH2:19][N:20]([CH:23]5[CH2:28][CH2:27][CH:26]([C:29]([O:31]CC)=[O:30])[CH2:25][CH2:24]5)[CH2:21][CH:22]=4)[NH:14][C:10]=3[N:11]=[CH:12][N:13]=2)[CH:7]=1.O.[OH-].[Li+]. Product: [F:1][C:2]1[CH:3]=[CH:4][C:5]([O:34][CH3:35])=[C:6]([C:8]2[C:9]3[CH:16]=[C:15]([C:17]4[CH2:18][CH2:19][N:20]([CH:23]5[CH2:24][CH2:25][CH:26]([C:29]([OH:31])=[O:30])[CH2:27][CH2:28]5)[CH2:21][CH:22]=4)[NH:14][C:10]=3[N:11]=[CH:12][N:13]=2)[CH:7]=1. The catalyst class is: 30. (2) Reactant: [I:1][C:2]1[CH:7]=[CH:6][C:5]2[C:8]3[CH2:18][CH2:17][NH:16][C:11]4([CH2:15][CH2:14][O:13][CH2:12]4)[C:9]=3[O:10][C:4]=2[CH:3]=1.C(N(CC)C(C)C)(C)C.[C:28]([O:32][C:33](O[C:33]([O:32][C:28]([CH3:31])([CH3:30])[CH3:29])=[O:34])=[O:34])([CH3:31])([CH3:30])[CH3:29]. Product: [C:28]([O:32][C:33]([N:16]1[C:11]2([CH2:15][CH2:14][O:13][CH2:12]2)[C:9]2[O:10][C:4]3[CH:3]=[C:2]([I:1])[CH:7]=[CH:6][C:5]=3[C:8]=2[CH2:18][CH2:17]1)=[O:34])([CH3:31])([CH3:30])[CH3:29]. The catalyst class is: 12. (3) Reactant: [Si]([O:8][C@@H:9]1[C@@H:14]([CH3:15])[CH2:13][N:12]([C:16]2[CH:21]=[CH:20][N:19]=[CH:18][C:17]=2[NH:22][C:23]([C:25]2[N:30]=[C:29]3[N:31]([CH:34]4[CH2:37][CH2:36][CH2:35]4)[CH:32]=[CH:33][C:28]3=[CH:27][CH:26]=2)=[O:24])[CH2:11][C@H:10]1[NH:38]C(=O)OC(C)(C)C)(C(C)(C)C)(C)C.Cl.O1CCOCC1.N. Product: [NH2:38][C@H:10]1[C@H:9]([OH:8])[C@@H:14]([CH3:15])[CH2:13][N:12]([C:16]2[CH:21]=[CH:20][N:19]=[CH:18][C:17]=2[NH:22][C:23]([C:25]2[N:30]=[C:29]3[N:31]([CH:34]4[CH2:37][CH2:36][CH2:35]4)[CH:32]=[CH:33][C:28]3=[CH:27][CH:26]=2)=[O:24])[CH2:11]1. The catalyst class is: 5. (4) Reactant: C([O:5][C:6](=[O:40])[CH2:7][CH:8]([NH:11][S:12]([C:15]1[CH:20]=[CH:19][CH:18]=[CH:17][C:16]=1[O:21][CH2:22][CH2:23][C:24]1[C:33]2[C:28](=[CH:29][CH:30]=[CH:31][CH:32]=2)[CH:27]=[CH:26][C:25]=1[O:34][CH2:35][CH2:36][N:37]([CH3:39])[CH3:38])(=[O:14])=[O:13])[CH:9]=[O:10])(C)(C)C.FC(F)(F)C(O)=O. Product: [CH3:39][N:37]([CH3:38])[CH2:36][CH2:35][O:34][C:25]1[CH:26]=[CH:27][C:28]2[C:33](=[CH:32][CH:31]=[CH:30][CH:29]=2)[C:24]=1[CH2:23][CH2:22][O:21][C:16]1[CH:17]=[CH:18][CH:19]=[CH:20][C:15]=1[S:12]([NH:11][CH:8]([CH:9]=[O:10])[CH2:7][C:6]([OH:40])=[O:5])(=[O:14])=[O:13]. The catalyst class is: 2.